From a dataset of Full USPTO retrosynthesis dataset with 1.9M reactions from patents (1976-2016). Predict the reactants needed to synthesize the given product. (1) Given the product [N:50]1[C:51]2[C:56](=[CH:55][CH:54]=[CH:53][CH:52]=2)[CH:57]=[C:48]([NH:58][C:59]2[C:60]3[CH2:67][N:66]([C:68]([O:70][C:71]([CH3:74])([CH3:73])[CH3:72])=[O:69])[CH2:65][C:61]=3[N:62]=[CH:63][N:64]=2)[CH:49]=1, predict the reactants needed to synthesize it. The reactants are: C1(P(C2C=CC=CC=2)C2C=CC3C(=CC=CC=3)C=2C2C3C(=CC=CC=3)C=CC=2P(C2C=CC=CC=2)C2C=CC=CC=2)C=CC=CC=1.Br[C:48]1[CH:49]=[N:50][C:51]2[C:56]([CH:57]=1)=[CH:55][CH:54]=[CH:53][CH:52]=2.[NH2:58][C:59]1[C:60]2[CH2:67][N:66]([C:68]([O:70][C:71]([CH3:74])([CH3:73])[CH3:72])=[O:69])[CH2:65][C:61]=2[N:62]=[CH:63][N:64]=1.C([O-])([O-])=O.[Cs+].[Cs+]. (2) The reactants are: [Br:1][C:2]1[C:15]2[C:16]3=[C:17]4[C:12](=[CH:13][CH:14]=2)[CH:11]=[CH:10][C:9](Br)=[C:8]4[CH:7]=[CH:6][C:5]3=[CH:4][CH:3]=1.[S:19]1[C:23]2[CH:24]=[CH:25][CH:26]=[CH:27][C:22]=2[N:21]=[CH:20]1.C(=O)([O-])[O-].[Cs+].[Cs+].C1(P(C2C=CC=CC=2)C2C=CC=CC=2)C=CC=CC=1. Given the product [Br:1][C:2]1[CH:3]=[CH:4][C:5]2[C:16]3=[C:17]4[C:12](=[CH:11][CH:10]=[C:9]([C:20]5[S:19][C:23]6[CH:24]=[CH:25][CH:26]=[CH:27][C:22]=6[N:21]=5)[C:8]4=[CH:7][CH:6]=2)[CH:13]=[CH:14][C:15]=13, predict the reactants needed to synthesize it. (3) Given the product [Cl:8][C:9]1[CH:17]=[CH:16][C:12]([C:13](=[O:15])[NH:58][CH2:59][C:60]2[CH:65]=[CH:64][CH:63]=[CH:62][N:61]=2)=[CH:11][C:10]=1[NH:18][C:19]([C:21]1[C:32](=[O:33])[NH:31][C:24]2[N:25]=[C:26]([O:29][CH3:30])[N:27]=[CH:28][C:23]=2[CH:22]=1)=[O:20], predict the reactants needed to synthesize it. The reactants are: C(N(CC)CC)C.[Cl:8][C:9]1[CH:17]=[CH:16][C:12]([C:13]([OH:15])=O)=[CH:11][C:10]=1[NH:18][C:19]([C:21]1[C:32](=[O:33])[NH:31][C:24]2[N:25]=[C:26]([O:29][CH3:30])[N:27]=[CH:28][C:23]=2[CH:22]=1)=[O:20].CN(C(ON1N=NC2C=CC=NC1=2)=[N+](C)C)C.F[P-](F)(F)(F)(F)F.[NH2:58][CH2:59][C:60]1[CH:65]=[CH:64][CH:63]=[CH:62][N:61]=1.